Dataset: Catalyst prediction with 721,799 reactions and 888 catalyst types from USPTO. Task: Predict which catalyst facilitates the given reaction. (1) Product: [Br:28][C:27]1[C:22]([N:18]2[C:17]([CH2:5][C:6]3[N:7]=[CH:8][NH:9][CH:10]([NH:15][NH2:16])[C:11]=3[CH2:12][CH2:13][CH3:14])=[CH:21][CH:20]=[N:19]2)=[N:23][CH:24]=[CH:25][CH:26]=1. The catalyst class is: 33. Reactant: C(OC(=O)[CH:5]([C:17]1[N:18]([C:22]2[C:27]([Br:28])=[CH:26][CH:25]=[CH:24][N:23]=2)[N:19]=[CH:20][CH:21]=1)[C:6]1[C:11]([CH2:12][CH2:13][CH3:14])=[C:10]([NH:15][NH2:16])[N:9]=[CH:8][N:7]=1)C.C([O-])(O)=O.[Na+]. (2) Reactant: CN([S+](N(C)C)N(C)C)C.C[Si-](F)(F)(C)C.[Si]([O:34][CH2:35][CH2:36][N:37]([CH3:102])[CH2:38][CH2:39][C@@H:40]([NH:49][C:50]1[CH:55]=[CH:54][C:53]([S:56]([NH:59][C:60](=[O:94])[C:61]2[CH:66]=[CH:65][C:64]([N:67]3[CH2:72][CH2:71][CH:70]([C@H:73]([C:81]4[CH:86]=[CH:85][CH:84]=[CH:83][C:82]=4[C:87]4[CH:92]=[CH:91][C:90]([Cl:93])=[CH:89][CH:88]=4)[NH:74][S@:75]([C:77]([CH3:80])([CH3:79])[CH3:78])=[O:76])[CH2:69][CH2:68]3)=[CH:63][CH:62]=2)(=[O:58])=[O:57])=[CH:52][C:51]=1[S:95]([C:98]([F:101])([F:100])[F:99])(=[O:97])=[O:96])[CH2:41][S:42][C:43]1[CH:48]=[CH:47][CH:46]=[CH:45][CH:44]=1)(C(C)(C)C)(C1C=CC=CC=1)C1C=CC=CC=1. Product: [Cl:93][C:90]1[CH:91]=[CH:92][C:87]([C:82]2[CH:83]=[CH:84][CH:85]=[CH:86][C:81]=2[C@H:73]([NH:74][S@:75]([C:77]([CH3:80])([CH3:79])[CH3:78])=[O:76])[CH:70]2[CH2:71][CH2:72][N:67]([C:64]3[CH:65]=[CH:66][C:61]([C:60]([NH:59][S:56]([C:53]4[CH:54]=[CH:55][C:50]([NH:49][C@H:40]([CH2:39][CH2:38][N:37]([CH2:36][CH2:35][OH:34])[CH3:102])[CH2:41][S:42][C:43]5[CH:48]=[CH:47][CH:46]=[CH:45][CH:44]=5)=[C:51]([S:95]([C:98]([F:101])([F:100])[F:99])(=[O:96])=[O:97])[CH:52]=4)(=[O:58])=[O:57])=[O:94])=[CH:62][CH:63]=3)[CH2:68][CH2:69]2)=[CH:88][CH:89]=1. The catalyst class is: 3. (3) Reactant: [CH2:1]([O:5][CH2:6][CH2:7][O:8][C:9]1[CH:14]=[CH:13][C:12]([C:15]2[CH:16]=[CH:17][C:18]3[N:24]([CH2:25][CH:26]([CH3:28])[CH3:27])[CH2:23][CH2:22][C:21]([C:29]([NH:31][C:32]4[CH:37]=[CH:36][C:35]([S:38][CH2:39][C:40]5[N:41]([CH3:45])[CH:42]=[CH:43][N:44]=5)=[C:34]([CH3:46])[CH:33]=4)=[O:30])=[CH:20][C:19]=3[CH:47]=2)=[CH:11][CH:10]=1)[CH2:2][CH2:3][CH3:4].ClC1C=CC=C(C(OO)=[O:56])C=1.S([O-])([O-])(=O)=S.[Na+].[Na+]. Product: [CH2:1]([O:5][CH2:6][CH2:7][O:8][C:9]1[CH:14]=[CH:13][C:12]([C:15]2[CH:16]=[CH:17][C:18]3[N:24]([CH2:25][CH:26]([CH3:27])[CH3:28])[CH2:23][CH2:22][C:21]([C:29]([NH:31][C:32]4[CH:37]=[CH:36][C:35]([S:38]([CH2:39][C:40]5[N:41]([CH3:45])[CH:42]=[CH:43][N:44]=5)=[O:56])=[C:34]([CH3:46])[CH:33]=4)=[O:30])=[CH:20][C:19]=3[CH:47]=2)=[CH:11][CH:10]=1)[CH2:2][CH2:3][CH3:4]. The catalyst class is: 4.